This data is from Full USPTO retrosynthesis dataset with 1.9M reactions from patents (1976-2016). The task is: Predict the reactants needed to synthesize the given product. (1) Given the product [OH:14][CH:12]([CH2:11][CH3:10])[CH2:13][N:5]1[C:4](=[O:9])[CH:3]=[C:2]([NH2:1])[NH:7][C:6]1=[O:8], predict the reactants needed to synthesize it. The reactants are: [NH2:1][C:2]1[NH:7][C:6](=[O:8])[NH:5][C:4](=[O:9])[CH:3]=1.[CH3:10][CH2:11][CH:12]1[O:14][CH2:13]1.[OH-].[Na+].N1C=CC(=O)NC1=O. (2) The reactants are: [CH3:1][O:2][C:3](=[O:32])[CH:4]=[C:5]([C:7]1[CH:8]=[N:9][C:10]([NH:13][C:14](=[O:31])[CH:15]([NH:19][C:20](=[O:30])[CH2:21][C:22]2[CH:27]=[C:26]([F:28])[CH:25]=[C:24]([F:29])[CH:23]=2)[CH2:16][CH2:17][CH3:18])=[CH:11][CH:12]=1)[CH3:6]. Given the product [CH3:1][O:2][C:3](=[O:32])[CH2:4][CH:5]([C:7]1[CH:8]=[N:9][C:10]([NH:13][C:14](=[O:31])[CH:15]([NH:19][C:20](=[O:30])[CH2:21][C:22]2[CH:27]=[C:26]([F:28])[CH:25]=[C:24]([F:29])[CH:23]=2)[CH2:16][CH2:17][CH3:18])=[CH:11][CH:12]=1)[CH3:6], predict the reactants needed to synthesize it. (3) Given the product [Si:1]([O:8][C@H:9]1[CH2:13][N:12]([C:14]([O:16][C:17]([CH3:20])([CH3:19])[CH3:18])=[O:15])[C@H:11]([CH2:21][O:22][N:24]2[C:32](=[O:33])[C:31]3[C:26](=[CH:27][CH:28]=[CH:29][CH:30]=3)[C:25]2=[O:34])[CH2:10]1)([C:4]([CH3:7])([CH3:6])[CH3:5])([CH3:3])[CH3:2], predict the reactants needed to synthesize it. The reactants are: [Si:1]([O:8][C@H:9]1[CH2:13][N:12]([C:14]([O:16][C:17]([CH3:20])([CH3:19])[CH3:18])=[O:15])[C@H:11]([CH2:21][OH:22])[CH2:10]1)([C:4]([CH3:7])([CH3:6])[CH3:5])([CH3:3])[CH3:2].O[N:24]1[C:32](=[O:33])[C:31]2[C:26](=[CH:27][CH:28]=[CH:29][CH:30]=2)[C:25]1=[O:34].C1(P(C2C=CC=CC=2)C2C=CC=CC=2)C=CC=CC=1.CC(OC(/N=N/C(OC(C)C)=O)=O)C.N#N. (4) Given the product [F:9][C:2]([F:1])([F:8])[C:3]([CH:16]1[CH2:17][CH2:18][C:19]2[C:24](=[CH:23][CH:22]=[CH:21][CH:20]=2)[C:15]1=[O:25])=[O:5], predict the reactants needed to synthesize it. The reactants are: [F:1][C:2]([F:9])([F:8])[C:3]([O:5]CC)=O.C[O-].[Na+].CO.[C:15]1(=[O:25])[C:24]2[C:19](=[CH:20][CH:21]=[CH:22][CH:23]=2)[CH2:18][CH2:17][CH2:16]1.Cl. (5) Given the product [C:1]([O:5][C:6]([NH:8][C@H:9]1[CH2:13][C@@:12]([CH2:18][CH2:19][O:20][Si:21]([C:24]([CH3:27])([CH3:26])[CH3:25])([CH3:23])[CH3:22])([C:14]([OH:16])=[O:15])[CH:11]=[CH:10]1)=[O:7])([CH3:4])([CH3:3])[CH3:2], predict the reactants needed to synthesize it. The reactants are: [C:1]([O:5][C:6]([NH:8][C@H:9]1[CH2:13][C@@:12]([CH2:18][CH2:19][O:20][Si:21]([C:24]([CH3:27])([CH3:26])[CH3:25])([CH3:23])[CH3:22])([C:14]([O:16]C)=[O:15])[CH:11]=[CH:10]1)=[O:7])([CH3:4])([CH3:3])[CH3:2].[OH-].[Na+]. (6) Given the product [F:21][C:12]([F:22])([CH2:13][O:14][C:15]1[CH:20]=[CH:19][CH:18]=[CH:17][CH:16]=1)[CH2:11][O:37][C:34]1[CH:33]=[CH:32][C:31]([CH:30]2[CH2:29][CH2:28][N:27]([C:38]([O:40][CH2:41][C:42]3[CH:43]=[CH:44][CH:45]=[CH:46][CH:47]=3)=[O:39])[CH2:26][CH:25]2[OH:24])=[CH:36][CH:35]=1, predict the reactants needed to synthesize it. The reactants are: C1(C)C=CC(S(O[CH2:11][C:12]([F:22])([F:21])[CH2:13][O:14][C:15]2[CH:20]=[CH:19][CH:18]=[CH:17][CH:16]=2)(=O)=O)=CC=1.[OH:24][CH:25]1[CH:30]([C:31]2[CH:36]=[CH:35][C:34]([OH:37])=[CH:33][CH:32]=2)[CH2:29][CH2:28][N:27]([C:38]([O:40][CH2:41][C:42]2[CH:47]=[CH:46][CH:45]=[CH:44][CH:43]=2)=[O:39])[CH2:26]1. (7) Given the product [OH:24][C:19]1[CH:20]=[CH:21][CH:22]=[CH:23][C:18]=1[C:9]1[N:8]=[C:7]([N:4]2[CH2:5][CH2:6][CH:2]([NH:1][C:38]([C@H:36]3[CH2:35][CH2:34][C:33](=[O:32])[NH:37]3)=[O:39])[CH2:3]2)[C:16]2[C:11](=[CH:12][C:13]([CH3:17])=[CH:14][CH:15]=2)[N:10]=1, predict the reactants needed to synthesize it. The reactants are: [NH2:1][C@@H:2]1[CH2:6][CH2:5][N:4]([C:7]2[C:16]3[C:11](=[CH:12][C:13]([CH3:17])=[CH:14][CH:15]=3)[N:10]=[C:9]([C:18]3[CH:23]=[CH:22][CH:21]=[CH:20][C:19]=3[OH:24])[N:8]=2)[CH2:3]1.C(N(CC)CC)C.[O:32]=[C:33]1[NH:37][CH:36]([C:38](O)=[O:39])[CH2:35][CH2:34]1.F[P-](F)(F)(F)(F)F.N1(O[P+](N(C)C)(N(C)C)N(C)C)C2C=CC=CC=2N=N1. (8) Given the product [N+:1]([C:7]1[CH:8]=[C:9]([C:10]([OH:12])=[O:11])[Se:5][C:6]=1[C:13]([OH:15])=[O:14])([O-:4])=[O:2], predict the reactants needed to synthesize it. The reactants are: [N+:1]([O-:4])(O)=[O:2].[Se:5]1[C:9]([C:10]([OH:12])=[O:11])=[CH:8][CH:7]=[C:6]1[C:13]([OH:15])=[O:14].S(=O)(=O)(O)O.